From a dataset of Full USPTO retrosynthesis dataset with 1.9M reactions from patents (1976-2016). Predict the reactants needed to synthesize the given product. (1) Given the product [C:2]1([CH3:1])[CH:9]=[CH:8][CH:7]=[CH:6][C:3]=1[C:4]([C:12]1[CH:13]=[CH:14][CH:15]=[CH:16][C:11]=1[CH3:10])=[NH:5], predict the reactants needed to synthesize it. The reactants are: [CH3:1][C:2]1[CH:9]=[CH:8][CH:7]=[CH:6][C:3]=1[C:4]#[N:5].[CH3:10][C:11]1[CH:16]=[CH:15][CH:14]=[CH:13][C:12]=1[Mg]Br. (2) The reactants are: [C:1]([C:5]1[C:12]([CH3:13])=[CH:11][C:8]([C:9]#[N:10])=[C:7](Cl)[N:6]=1)([CH3:4])([CH3:3])[CH3:2].ClC1C(C#N)=C[CH:19]=[C:18]([C:24]([CH3:27])([CH3:26])[CH3:25])N=1. Given the product [C:1]([C:5]1[C:12]([CH3:13])=[CH:11][C:8]([C:9]#[N:10])=[C:7]([C:19]#[C:18][C:24]([CH3:27])([CH3:26])[CH3:25])[N:6]=1)([CH3:4])([CH3:3])[CH3:2], predict the reactants needed to synthesize it. (3) Given the product [F:1][C:2]1[CH:7]=[C:6]([F:8])[CH:5]=[CH:4][C:3]=1[C:9]1[NH:10][C:11]2[C:16]([C:17]=1[C:42]#[N:43])=[CH:15][C:14]([S:18]([C:21]1[CH:26]=[CH:25][CH:24]=[CH:23][CH:22]=1)(=[O:20])=[O:19])=[CH:13][CH:12]=2, predict the reactants needed to synthesize it. The reactants are: [F:1][C:2]1[CH:7]=[C:6]([F:8])[CH:5]=[CH:4][C:3]=1[C:9]1[NH:10][C:11]2[C:16]([CH:17]=1)=[CH:15][C:14]([S:18]([C:21]1[CH:26]=[CH:25][CH:24]=[CH:23][CH:22]=1)(=[O:20])=[O:19])=[CH:13][CH:12]=2.P(Cl)(Cl)(Cl)=O.C([O-])(=O)C.[Na+].N(OCC)=O.[CH3:42][N:43](C)C=O. (4) Given the product [CH2:1]([O:3][C:4](=[O:14])[C:5]([C:7]1[CH:12]=[CH:11][CH:10]=[C:9]([Br:13])[CH:8]=1)([OH:6])[CH3:15])[CH3:2], predict the reactants needed to synthesize it. The reactants are: [CH2:1]([O:3][C:4](=[O:14])[C:5]([C:7]1[CH:12]=[CH:11][CH:10]=[C:9]([Br:13])[CH:8]=1)=[O:6])[CH3:2].[CH3:15][Mg]Br.O. (5) Given the product [F:35][C:32]([F:33])([F:34])[C:29]1[CH:28]=[CH:27][C:26]([CH2:25][O:24][C:20]2[CH:19]=[C:18]([CH:23]=[CH:22][CH:21]=2)[CH2:17][S:16][C:13]2[CH:14]=[CH:15][C:6]([O:5][CH2:4][C:3]([OH:36])=[O:2])=[C:7]3[C:12]=2[O:11][CH2:10][CH2:9][CH2:8]3)=[CH:31][CH:30]=1, predict the reactants needed to synthesize it. The reactants are: C[O:2][C:3](=[O:36])[CH2:4][O:5][C:6]1[CH:15]=[CH:14][C:13]([S:16][CH2:17][C:18]2[CH:23]=[CH:22][CH:21]=[C:20]([O:24][CH2:25][C:26]3[CH:31]=[CH:30][C:29]([C:32]([F:35])([F:34])[F:33])=[CH:28][CH:27]=3)[CH:19]=2)=[C:12]2[C:7]=1[CH2:8][CH2:9][CH2:10][O:11]2.C(O)(C(F)(F)F)=O.[K+].[Br-]. (6) Given the product [Cl:1][C:2]1[CH:3]=[CH:4][C:5]([CH:8]2[CH2:14][CH2:13][N:12]([CH3:21])[C:11](=[O:15])[C:10]3[S:16][C:17]([I:19])=[CH:18][C:9]2=3)=[CH:6][CH:7]=1, predict the reactants needed to synthesize it. The reactants are: [Cl:1][C:2]1[CH:7]=[CH:6][C:5]([CH:8]2[CH2:14][CH2:13][NH:12][C:11](=[O:15])[C:10]3[S:16][C:17]([I:19])=[CH:18][C:9]2=3)=[CH:4][CH:3]=1.[Li+].[CH3:21][Si]([N-][Si](C)(C)C)(C)C.CCCCCC.CI.